This data is from Catalyst prediction with 721,799 reactions and 888 catalyst types from USPTO. The task is: Predict which catalyst facilitates the given reaction. (1) Reactant: ClC1C(Cl)=CC=CC=1N[C:10]([N:12]1[CH2:17][CH2:16][N:15]2[C:18](=[O:31])[N:19]([C@H:22]3[CH2:24][C@@H:23]3[C:25]3[CH:30]=[CH:29][CH:28]=[CH:27][CH:26]=3)[C:20](=[O:21])[C@@H:14]2[CH2:13]1)=O.Cl.[C:33]1([C@H:39]2C[C@@H]2N2C(=O)[C@@H]3CNCCN3C2=O)[CH:38]=CC=C[CH:34]=1.C(Cl)(=O)C(C)(C)C. Product: [CH3:34][C:33]([CH3:39])([CH3:38])[CH2:10][N:12]1[CH2:17][CH2:16][N:15]2[C:18](=[O:31])[N:19]([C@H:22]3[CH2:24][C@@H:23]3[C:25]3[CH:30]=[CH:29][CH:28]=[CH:27][CH:26]=3)[C:20](=[O:21])[C@@H:14]2[CH2:13]1. The catalyst class is: 2. (2) Reactant: [CH2:1]([O:3][C:4](=[O:29])[C@H:5]([O:26][CH2:27][CH3:28])[CH2:6][C:7]1[CH:12]=[CH:11][C:10]([O:13][C@H:14]([C:16]([O:18]CC2C=CC=CC=2)=[O:17])[CH3:15])=[CH:9][CH:8]=1)[CH3:2]. Product: [CH2:1]([O:3][C:4](=[O:29])[C@H:5]([O:26][CH2:27][CH3:28])[CH2:6][C:7]1[CH:12]=[CH:11][C:10]([O:13][C@H:14]([C:16]([OH:18])=[O:17])[CH3:15])=[CH:9][CH:8]=1)[CH3:2]. The catalyst class is: 748.